Predict the reactants needed to synthesize the given product. From a dataset of Full USPTO retrosynthesis dataset with 1.9M reactions from patents (1976-2016). (1) Given the product [CH3:1][C:2]1[C@@H:19]([O:20][C:21]([C@H:23]([OH:39])[C@@H:24]([NH:31][C:32]([O:34][C:35]([CH3:36])([CH3:37])[CH3:38])=[O:33])[C:25]2[CH:30]=[CH:29][CH:28]=[CH:27][CH:26]=2)=[O:22])[CH2:18][C@@:14]2([OH:40])[C:15]([CH3:16])([CH3:17])[C:3]=1[C@@H:4]([OH:58])[C:5]([C@@:7]1([CH3:57])[C@H:12]([C@@H:13]2[O:41][C:42]([C:44]2[CH:45]=[CH:46][CH:47]=[CH:48][CH:49]=2)=[O:43])[C@:11]2([O:52][C:53]([CH3:55])=[O:54])[CH2:50][O:51][C@@H:10]2[CH2:9][C@@H:8]1[OH:56])=[O:6], predict the reactants needed to synthesize it. The reactants are: [CH3:1][C:2]1[C@@H:19]([O:20][C:21]([C@H:23]([OH:39])[C@@H:24]([NH:31][C:32]([O:34][C:35]([CH3:38])([CH3:37])[CH3:36])=[O:33])[C:25]2[CH:26]=[CH:27][CH:28]=[CH:29][CH:30]=2)=[O:22])[CH2:18][C@:14]2([OH:40])[C:15]([CH3:17])([CH3:16])[C:3]=1[C@@H:4]([OH:58])[C:5]([C@@:7]1([CH3:57])[C@H:12]([C@@H:13]2[O:41][C:42]([C:44]2[CH:45]=[CH:46][CH:47]=[CH:48][CH:49]=2)=[O:43])[C@:11]2([O:52][C:53]([CH3:55])=[O:54])[CH2:50][O:51][C@@H:10]2[CH2:9][C@@H:8]1[OH:56])=[O:6].C1(=O)OC(=O)CC1.N1C=CC=CC=1. (2) Given the product [CH3:1][O:2][C:3]1[CH:4]=[CH:5][C:6]([C:18]([C:20]2[CH:21]=[N:22][C:23]([O:26][CH2:27][C:28]3[N:29]=[C:30]([C:34]4[CH:39]=[CH:38][CH:37]=[CH:36][CH:35]=4)[O:31][C:32]=3[CH3:33])=[CH:24][CH:25]=2)=[O:19])=[C:7]([CH:17]=1)[O:8][C@H:9]([CH3:16])[C:10]([OH:12])=[O:11], predict the reactants needed to synthesize it. The reactants are: [CH3:1][O:2][C:3]1[CH:4]=[CH:5][C:6]([C:18]([C:20]2[CH:21]=[N:22][C:23]([O:26][CH2:27][C:28]3[N:29]=[C:30]([C:34]4[CH:39]=[CH:38][CH:37]=[CH:36][CH:35]=4)[O:31][C:32]=3[CH3:33])=[CH:24][CH:25]=2)=[O:19])=[C:7]([CH:17]=1)[O:8][C@H:9]([CH3:16])[C:10]([O:12]CC=C)=[O:11].O.[OH-].[Li+].Cl. (3) Given the product [C:1]([C:3]1[CH:10]=[CH:9][C:6]([CH2:7][N:15]2[CH2:16][CH2:17][N:12]([CH3:11])[CH2:13][CH2:14]2)=[CH:5][CH:4]=1)#[CH:2], predict the reactants needed to synthesize it. The reactants are: [C:1]([C:3]1[CH:10]=[CH:9][C:6]([CH:7]=O)=[CH:5][CH:4]=1)#[CH:2].[CH3:11][N:12]1[CH2:17][CH2:16][NH:15][CH2:14][CH2:13]1.C([BH3-])#N.[Na+].Cl.[OH-].[Na+]. (4) Given the product [CH3:82][C:81]([NH:93][C@@H:94]1[CH2:98][C@H:97]([C:99]2[CH:104]=[CH:103][CH:102]=[C:101]([O:105][CH3:106])[CH:100]=2)[N:96]([C:107]2[CH:108]=[CH:109][C:110]([C:113]([F:115])([F:116])[F:114])=[CH:111][CH:112]=2)[C:95]1=[O:117])([C:83]1[CH:88]=[CH:87][CH:86]=[C:3]([C:2]([F:7])([F:6])[F:1])[N:84]=1)[CH3:80], predict the reactants needed to synthesize it. The reactants are: [F:1][C:2]([F:7])([F:6])[C:3](O)=O.FC(F)(F)C1C=CC(N2[C@@H](C3C=CC=C(OC)C=3)C=C(N[C@@H](C3C=CC=CC=3)C)C2=O)=CC=1.COC1C=C([C@@H]2N(C3C=CC(C(F)(F)F)=CC=3)C(=O)C(=O)C2)C=CC=1.CC(N)(C1C=CC=C(C(F)(F)F)N=1)C.[CH3:80][C:81]([NH:93][C:94]1[C:95](=[O:117])[N:96]([C:107]2[CH:112]=[CH:111][C:110]([C:113]([F:116])([F:115])[F:114])=[CH:109][CH:108]=2)[C@@H:97]([C:99]2[CH:104]=[CH:103][CH:102]=[C:101]([O:105][CH3:106])[CH:100]=2)[CH:98]=1)([C:83]1[CH:88]=[CH:87][CH:86]=C(C(F)(F)F)[N:84]=1)[CH3:82].C([BH3-])#N.[Na+].